The task is: Regression. Given two drug SMILES strings and cell line genomic features, predict the synergy score measuring deviation from expected non-interaction effect.. This data is from Merck oncology drug combination screen with 23,052 pairs across 39 cell lines. Drug 1: C=CCn1c(=O)c2cnc(Nc3ccc(N4CCN(C)CC4)cc3)nc2n1-c1cccc(C(C)(C)O)n1. Drug 2: Cn1c(=O)n(-c2ccc(C(C)(C)C#N)cc2)c2c3cc(-c4cnc5ccccc5c4)ccc3ncc21. Cell line: OVCAR3. Synergy scores: synergy=20.6.